Binary Classification. Given a miRNA mature sequence and a target amino acid sequence, predict their likelihood of interaction. From a dataset of Experimentally validated miRNA-target interactions with 360,000+ pairs, plus equal number of negative samples. (1) The miRNA is bta-miR-223 with sequence UGUCAGUUUGUCAAAUACCCCA. The protein sequence of the target gene is MEQIWLLLLLTIRVLPGSAQFNGYNCDANLHSRFPAERDISVYCGVQAITMKINFCTVLFSGYSETDLALNGRHGDSHCRGFINNNTFPAVVIFIINLSTLEGCGNNLVVSTIPGVSAYGNATSVQVGNISGYIDTPDPPTIISYLPGLLYKFSCSYPLEYLVNNTQLASSSAAISVRENNGTFVSTLNLLLYNDSTYNQQLIIPSIGLPLKTKVFAAVQATNLDGRWNVLMDYCYTTPSGNPNDDIRYDLFLSCDKDPQTTVIENGRSQRGRFSFEVFRFVKHKNQKMSTVFLHCVTKL.... Result: 0 (no interaction). (2) The miRNA is hsa-miR-4746-5p with sequence CCGGUCCCAGGAGAACCUGCAGA. The protein sequence of the target gene is MGYFRCARAGSFGRRRKMEPSTAARAWALFWLLLPLLGAVCASGPRTLVLLDNLNVRETHSLFFRSLKDRGFELTFKTADDPSLSLIKYGEFLYDNLIIFSPSVEDFGGNINVETISAFIDGGGSVLVAASSDIGDPLRELGSECGIEFDEEKTAVIDHHNYDISDLGQHTLIVADTENLLKAPTIVGKSSLNPILFRGVGMVADPDNPLVLDILTGSSTSYSFFPDKPITQYPHAVGKNTLLIAGLQARNNARVIFSGSLDFFSDSFFNSAVQKAAPGSQRYSQTGNYELAVALSRWVF.... Result: 0 (no interaction). (3) The miRNA is hsa-miR-181b-3p with sequence CUCACUGAACAAUGAAUGCAA. The protein sequence of the target gene is MENSTSLKQEKENQEPGEAERLWQGESDVSPQEPGPPSPEYREEEQRTDTEPAPRMSPSWSHQSRVSLSTGDLTAGPEVSSSPPPPPLQFHSTPLNTETTQDPVAASPTEKTANGIADTGTPYSDPWESSSAAKQSTSHYTSHAEESTFPQSQTPQPDLCGLRDASRNKSKHKGLRFDLLQEEGSDSNCDPDQPEVGASEAAQSMLEVAIQNAKAYLLSTSSKSGLNLYDHLSKVLTKILDERPADAVDIIENISQDVKMAHFNKKLDTLHNEYEMLPAYEIAETQKALFLQGHLEGADS.... Result: 0 (no interaction). (4) The miRNA is hsa-miR-589-3p with sequence UCAGAACAAAUGCCGGUUCCCAGA. The protein sequence of the target gene is MRVFLLCAYILLLMVSQLRAVSFPEDDEPLNTVDYHYSRQYPVFRGRPSGNESQHRLDFQLMLKIRDTLYIAGRDQVYTVNLNEMPKTEVIPNKKLTWRSRQQDRENCAMKGKHKDECHNFIKVFVPRNDEMVFVCGTNAFNPMCRYYRLSTLEYDGEEISGLARCPFDARQTNVALFADGKLYSATVADFLASDAVIYRSMGDGSALRTIKYDSKWIKEPHFLHAIEYGNYVYFFFREIAVEHNNLGKAVYSRVARICKNDMGGSQRVLEKHWTSFLKARLNCSVPGDSFFYFDVLQSI.... Result: 1 (interaction). (5) The miRNA is hsa-miR-30a-5p with sequence UGUAAACAUCCUCGACUGGAAG. The protein sequence of the target gene is MRDPVSSQYSSFLFWRMPIPELDLSELEGLGLSDTATYKVKDSSVGKMIGQATAADQEKNPEGDGLLEYSTFNFWRAPIASIHSFELDLL. Result: 1 (interaction). (6) The miRNA is hsa-miR-374b-5p with sequence AUAUAAUACAACCUGCUAAGUG. The protein sequence of the target gene is MSLPLNPKPFLNGLTGKPVMVKLKWGMEYKGYLVSVDGYMNMQLANTEEYIDGALSGHLGEVLIRCNNVLYIRGVEEEEEDGEMRE. Result: 0 (no interaction). (7) The miRNA is cel-miR-233-3p with sequence UUGAGCAAUGCGCAUGUGCGGGA. The protein sequence of the target gene is MAYDDSVKKEDCFDGDHTFEDIGLAAGRSQREKKRSYKDFLREEEEIAAQVRNSSKKKLKDSELYFLGTDTHKKKRKHSSDDYYYGDISSLESSQKKKKKSSPQSTDTAMDLLKAITSPLAAGSKPSKKTGEKSSGSSSHSESKKEHHRKKVSGSSGELPLEDGGSHKSKKMKPLYVNTETLTLREPDGLKMKLILSPKEKGSSSVDEESFQYPSQQATVKKSSKKSARDEQGALLLGHELQSFLKTARKKHKSSSDAHSSPGPEGCGSDASQFAESHSANLDLSGLEPILVESDSSSGG.... Result: 0 (no interaction). (8) The miRNA is mmu-miR-9768-3p with sequence ACUGCCUUCCUUUGUGUGGCCCAG. The protein sequence of the target gene is MRKKWKMGGMKYIFSLLFFLLLEGGKTEQVKHSETYCMFQDKKYRVGERWHPYLEPYGLVYCVNCICSENGNVLCSRVRCPNVHCLSPVHIPHLCCPRCPDSLPPVNNKVTSKSCEYNGTTYQHGELFVAEGLFQNRQPNQCTQCSCSEGNVYCGLKTCPKLTCAFPVSVPDSCCRVCRGDGELSWEHSDGDIFRQPANREARHSYHRSHYDPPPSRQAGGLSRFPGARSHRGALMDSQQASGTIVQIVINNKHKHGQVCVSNGKTYSHGESWHPNLRAFGIVECVLCTCNVTKQECKKI.... Result: 0 (no interaction). (9) The miRNA is hsa-miR-942-5p with sequence UCUUCUCUGUUUUGGCCAUGUG. The protein sequence of the target gene is MSEREERRFVEIPRESVRLMAESTGLELSDEVAALLAEDVCYRLREATQNSSQFMKHTKRRKLTVEDFNRALRWSSVEAVCGYGSQEALPMRPAREGELYFPEDREVNLVELALATNIPKGCAETAVRVHVSYLDGKGNLAPQGSVPSAVSSLTDDLLKYYHQVTRAVLGDDPQLMKVALQDLQTNSKIGALLPYFVYVVSGVKSVSHDLEQLHRLLQVARSLFRNPHLCLGPYVRCLVGSVLYCVLEPLAASINPLNDHWTLRDGAALLLSHIFWTHGDLVSGLYQHILLSLQKILADP.... Result: 0 (no interaction). (10) The miRNA is mmu-miR-1928 with sequence AGCUACAUUGCCAGCUC. The protein sequence of the target gene is MWGSDRLAGAGGGGAAVTVAFTNARDCFLHLPRRLVAQLHLLQNQAIEVVWSHQPAFLSWVEGRHFSDQGENVAEINRQVGQKLGLSNGGQVFLKPCSHVVSCQQVEVEPLSADDWEILELHAVSLEQHLLDQIRIVFPKAIFPVWVDQQTYIFIQIVALIPAASYGRLETDTKLLIQPKTRRAKENTFSKADAEYKKLHSYGRDQKGMMKELQTKQLQSNTVGITESNENESEIPVDSSSVASLWTMIGSIFSFQSEKKQETSWGLTEINAFKNMQSKVVPLDNIFRVCKSQPPSIYNA.... Result: 0 (no interaction).